From a dataset of Forward reaction prediction with 1.9M reactions from USPTO patents (1976-2016). Predict the product of the given reaction. (1) Given the reactants [CH3:1][O:2][C:3]([C:5]1[CH:25]=[C:8]2[C:9]([O:17][S:18]([C:21]([F:24])([F:23])[F:22])(=[O:20])=[O:19])=[C:10]([C:14](O)=[O:15])[C:11]([CH3:13])=[CH:12][N:7]2[N:6]=1)=[O:4].C(Cl)(=O)C([Cl:29])=O, predict the reaction product. The product is: [Cl:29][C:14]([C:10]1[C:11]([CH3:13])=[CH:12][N:7]2[N:6]=[C:5]([C:3]([O:2][CH3:1])=[O:4])[CH:25]=[C:8]2[C:9]=1[O:17][S:18]([C:21]([F:24])([F:23])[F:22])(=[O:20])=[O:19])=[O:15]. (2) The product is: [S:11]1[C:12]2[CH:18]=[CH:17][CH:16]=[CH:15][C:13]=2[N:14]=[C:10]1[O:9][C:8]1[CH:19]=[CH:20][C:5]([O:4][CH2:3][CH2:2][N:22]2[CH2:23][CH2:24][CH:25]([N:28]3[CH2:32][CH2:31][CH2:30][C:29]3=[O:33])[CH2:26][CH2:27]2)=[CH:6][CH:7]=1. Given the reactants Br[CH2:2][CH2:3][O:4][C:5]1[CH:20]=[CH:19][C:8]([O:9][C:10]2[S:11][C:12]3[CH:18]=[CH:17][CH:16]=[CH:15][C:13]=3[N:14]=2)=[CH:7][CH:6]=1.Cl.[NH:22]1[CH2:27][CH2:26][CH:25]([N:28]2[CH2:32][CH2:31][CH2:30][C:29]2=[O:33])[CH2:24][CH2:23]1.CNC, predict the reaction product.